This data is from Reaction yield outcomes from USPTO patents with 853,638 reactions. The task is: Predict the reaction yield, written as a fraction of the theoretical maximum amount of product (1.0 means a 100% yield; for example, 0.34 means a 34% yield). (1) The reactants are [CH3:1][N:2]([CH3:31])[C:3]1[C:8]([CH2:9][C:10]([O:12][CH3:13])=[O:11])=[CH:7][N:6]=[C:5]([CH2:14][C:15]2[CH:20]=[CH:19][C:18]([NH:21][C:22]([O:24]C3C=CC=CC=3)=[O:23])=[CH:17][CH:16]=2)[N:4]=1.[F:32][C:33]1[CH:40]=[CH:39][C:36]([CH2:37]O)=[CH:35][CH:34]=1.C(N(CC)C(C)C)(C)C. The catalyst is O1CCCC1. The product is [CH3:1][N:2]([CH3:31])[C:3]1[C:8]([CH2:9][C:10]([O:12][CH3:13])=[O:11])=[CH:7][N:6]=[C:5]([CH2:14][C:15]2[CH:20]=[CH:19][C:18]([NH:21][C:22]([O:24][CH2:37][C:36]3[CH:39]=[CH:40][C:33]([F:32])=[CH:34][CH:35]=3)=[O:23])=[CH:17][CH:16]=2)[N:4]=1. The yield is 0.420. (2) The reactants are [C:1]([OH:9])(=O)[C:2]1[CH:7]=[CH:6][CH:5]=[CH:4][CH:3]=1.[NH2:10][C:11]1[CH:16]=[CH:15][C:14]([CH3:17])=[CH:13][CH:12]=1. No catalyst specified. The product is [NH2:10][C:11]1[CH:16]=[CH:15][C:14]([CH3:17])=[CH:13][C:12]=1[C:1]([C:2]1[CH:3]=[CH:4][CH:5]=[CH:6][CH:7]=1)=[O:9]. The yield is 0.493. (3) The reactants are [CH3:1][C:2]1[NH:6][C:5]2[CH:7]=[CH:8][C:9]([C:11]([OH:13])=O)=[CH:10][C:4]=2[N:3]=1.[NH:14]1[CH2:19][CH2:18][CH2:17][C@@H:16]2[C:20]3[CH:21]=[CH:22][CH:23]=[CH:24][C:25]=3[CH2:26][C@H:15]12.F[P-](F)(F)(F)(F)F.N1(OC(N(C)C)=[N+](C)C)C2N=CC=CC=2N=N1. No catalyst specified. The product is [N:14]1([C:11]([C:9]2[CH:8]=[CH:7][C:5]3[NH:6][C:2]([CH3:1])=[N:3][C:4]=3[CH:10]=2)=[O:13])[CH2:19][CH2:18][CH2:17][C@@H:16]2[C:20]3[CH:21]=[CH:22][CH:23]=[CH:24][C:25]=3[CH2:26][C@H:15]12. The yield is 0.890. (4) The reactants are [CH3:1][O:2][C:3]1[CH:8]=[CH:7][C:6]([CH2:9][C:10]#[N:11])=[C:5]([CH3:12])[CH:4]=1.[ClH:13].[H][H]. The catalyst is C(O)C.[Pd]. The product is [ClH:13].[CH3:1][O:2][C:3]1[CH:8]=[CH:7][C:6]([CH2:9][CH2:10][NH2:11])=[C:5]([CH3:12])[CH:4]=1. The yield is 0.500. (5) The reactants are C1(P(C2C=CC=CC=2)C2C=CC=CC=2)C=CC=CC=1.BrN1C(=O)CCC1=O.[Cl:28][C:29]1[CH:30]=[C:31]([CH:39]([CH2:43][CH:44]2[CH2:48][CH2:47][CH2:46][CH2:45]2)[C:40]([OH:42])=O)[CH:32]=[CH:33][C:34]=1[S:35]([CH3:38])(=[O:37])=[O:36].[NH2:49][C:50]1[CH:55]=[CH:54][C:53]([Br:56])=[CH:52][N:51]=1.N1C=CC=CC=1. The catalyst is C(Cl)Cl.O. The product is [Cl:28][C:29]1[CH:30]=[C:31]([CH:39]([CH2:43][CH:44]2[CH2:48][CH2:47][CH2:46][CH2:45]2)[C:40]([NH:49][C:50]2[CH:55]=[CH:54][C:53]([Br:56])=[CH:52][N:51]=2)=[O:42])[CH:32]=[CH:33][C:34]=1[S:35]([CH3:38])(=[O:36])=[O:37]. The yield is 0.830. (6) The reactants are Br[C:2]1[CH:3]=[C:4]2[C:8](=[CH:9][CH:10]=1)[NH:7][CH:6]=[C:5]2[S:11]([C:14]1[CH:19]=[CH:18][CH:17]=[CH:16][CH:15]=1)(=[O:13])=[O:12].[CH2:20]([Sn](CCCC)(CCCC)C=C)[CH2:21]CC. The catalyst is C1(C)C=CC=CC=1.C(OCC)(=O)C.[F-].[K+].CC1C=CC=CC=1[P](C1C=CC=CC=1C)([Pd](Cl)(Cl)[P](C1=C(C)C=CC=C1)(C1C=CC=CC=1C)C1C=CC=CC=1C)C1C=CC=CC=1C. The product is [C:14]1([S:11]([C:5]2[C:4]3[C:8](=[CH:9][CH:10]=[C:2]([CH:20]=[CH2:21])[CH:3]=3)[NH:7][CH:6]=2)(=[O:13])=[O:12])[CH:19]=[CH:18][CH:17]=[CH:16][CH:15]=1. The yield is 0.740. (7) The reactants are [C:1]([C:3]1[C:4]([CH:19]([C:23]2[CH:28]=[CH:27][C:26]([Cl:29])=[C:25]([Cl:30])[CH:24]=2)[CH2:20][CH:21]=C)=[C:5]([C:14]([O:16][CH2:17][CH3:18])=[O:15])[S:6][C:7]=1[N:8]1[CH2:13][CH2:12][O:11][CH2:10][CH2:9]1)#[N:2].I([O-])(=O)(=O)=[O:32].[Na+].N1C(C)=CC=CC=1C. The catalyst is O1CCOCC1.O.[Os](=O)(=O)(=O)=O. The product is [C:1]([C:3]1[C:4]([CH:19]([C:23]2[CH:28]=[CH:27][C:26]([Cl:29])=[C:25]([Cl:30])[CH:24]=2)[CH2:20][CH:21]=[O:32])=[C:5]([C:14]([O:16][CH2:17][CH3:18])=[O:15])[S:6][C:7]=1[N:8]1[CH2:13][CH2:12][O:11][CH2:10][CH2:9]1)#[N:2]. The yield is 0.435.